Dataset: Catalyst prediction with 721,799 reactions and 888 catalyst types from USPTO. Task: Predict which catalyst facilitates the given reaction. Reactant: C([Li])CCC.C(NC(C)C)(C)C.C([N-]C(C)C)(C)C.[Li+].[Si:21]([O:38][CH2:39][C:40]1[C:41]([O:50][CH2:51][CH:52]2[CH2:54][CH2:53]2)=[CH:42][C:43]2[O:47][N:46]=[C:45]([CH3:48])[C:44]=2[CH:49]=1)([C:34]([CH3:37])([CH3:36])[CH3:35])([C:28]1[CH:33]=[CH:32][CH:31]=[CH:30][CH:29]=1)[C:22]1[CH:27]=[CH:26][CH:25]=[CH:24][CH:23]=1.I[CH2:56][CH:57]1[CH2:62][CH2:61][N:60]([C:63]([O:65][C:66]([CH3:69])([CH3:68])[CH3:67])=[O:64])[CH2:59][CH2:58]1.[Cl-].[NH4+]. Product: [Si:21]([O:38][CH2:39][C:40]1[C:41]([O:50][CH2:51][CH:52]2[CH2:53][CH2:54]2)=[CH:42][C:43]2[O:47][N:46]=[C:45]([CH2:48][CH2:56][CH:57]3[CH2:62][CH2:61][N:60]([C:63]([O:65][C:66]([CH3:67])([CH3:69])[CH3:68])=[O:64])[CH2:59][CH2:58]3)[C:44]=2[CH:49]=1)([C:34]([CH3:35])([CH3:36])[CH3:37])([C:22]1[CH:27]=[CH:26][CH:25]=[CH:24][CH:23]=1)[C:28]1[CH:33]=[CH:32][CH:31]=[CH:30][CH:29]=1. The catalyst class is: 30.